This data is from NCI-60 drug combinations with 297,098 pairs across 59 cell lines. The task is: Regression. Given two drug SMILES strings and cell line genomic features, predict the synergy score measuring deviation from expected non-interaction effect. (1) Drug 1: CCCS(=O)(=O)NC1=C(C(=C(C=C1)F)C(=O)C2=CNC3=C2C=C(C=N3)C4=CC=C(C=C4)Cl)F. Drug 2: CN(C)C1=NC(=NC(=N1)N(C)C)N(C)C. Cell line: DU-145. Synergy scores: CSS=-1.37, Synergy_ZIP=3.22, Synergy_Bliss=7.15, Synergy_Loewe=0.741, Synergy_HSA=2.22. (2) Drug 2: CN(CC1=CN=C2C(=N1)C(=NC(=N2)N)N)C3=CC=C(C=C3)C(=O)NC(CCC(=O)O)C(=O)O. Cell line: U251. Drug 1: COC1=CC(=CC(=C1O)OC)C2C3C(COC3=O)C(C4=CC5=C(C=C24)OCO5)OC6C(C(C7C(O6)COC(O7)C8=CC=CS8)O)O. Synergy scores: CSS=53.8, Synergy_ZIP=-2.36, Synergy_Bliss=-1.99, Synergy_Loewe=-2.56, Synergy_HSA=2.21. (3) Drug 1: CC(C)(C#N)C1=CC(=CC(=C1)CN2C=NC=N2)C(C)(C)C#N. Drug 2: CC1=C(C=C(C=C1)C(=O)NC2=CC(=CC(=C2)C(F)(F)F)N3C=C(N=C3)C)NC4=NC=CC(=N4)C5=CN=CC=C5. Cell line: SK-OV-3. Synergy scores: CSS=-7.67, Synergy_ZIP=4.09, Synergy_Bliss=2.40, Synergy_Loewe=-6.73, Synergy_HSA=-7.03.